Predict the reactants needed to synthesize the given product. From a dataset of Full USPTO retrosynthesis dataset with 1.9M reactions from patents (1976-2016). Given the product [NH2:29][C@H:24]1[CH2:25][CH2:26][CH2:27][CH2:28][C@H:23]1[NH:22][C:6]1[N:7]=[C:8]([NH:9][C:10]2[CH:15]=[CH:14][CH:13]=[C:12]([C:16]3[N:21]=[CH:20][CH:19]=[CH:18][N:17]=3)[CH:11]=2)[C:3]([C:1]#[N:2])=[N:4][CH:5]=1, predict the reactants needed to synthesize it. The reactants are: [C:1]([C:3]1[N:4]=[CH:5][C:6]([NH:22][C@@H:23]2[CH2:28][CH2:27][CH2:26][CH2:25][C@@H:24]2[NH:29]C(=O)OC(C)(C)C)=[N:7][C:8]=1[NH:9][C:10]1[CH:15]=[CH:14][CH:13]=[C:12]([C:16]2[N:21]=[CH:20][CH:19]=[CH:18][N:17]=2)[CH:11]=1)#[N:2].